This data is from Catalyst prediction with 721,799 reactions and 888 catalyst types from USPTO. The task is: Predict which catalyst facilitates the given reaction. (1) Reactant: [S:1](=[O:5])(=[O:4])([OH:3])[OH:2].[NH2:6][C:7]1[CH:12]=[CH:11][CH:10]=[CH:9][CH:8]=1. Product: [S:1]([OH:5])([OH:4])(=[O:3])=[O:2].[NH2:6][C:7]1[CH:12]=[CH:11][CH:10]=[CH:9][CH:8]=1. The catalyst class is: 6. (2) Reactant: [Cl:1][C:2]1[CH:3]=[C:4]([CH:8]([C:10]2[CH:14]=[CH:13][O:12][CH:11]=2)[OH:9])[CH:5]=[CH:6][CH:7]=1.[Li]C(C)(C)C.CCCCC.CN([CH:28]=[O:29])C.[NH4+].[Cl-]. Product: [Cl:1][C:2]1[CH:3]=[C:4]([CH:8]([OH:9])[C:10]2[CH:14]=[C:13]([CH:28]=[O:29])[O:12][CH:11]=2)[CH:5]=[CH:6][CH:7]=1. The catalyst class is: 28. (3) Reactant: [N:1]1[NH:2][C:3](=[O:7])[CH:4]=[CH:5][CH:6]=1.[H-].[Na+].[CH3:10][O:11][C:12](=[O:21])[CH:13](Br)[CH2:14][CH:15]1[CH2:19][CH2:18][CH2:17][CH2:16]1.O. Product: [CH3:10][O:11][C:12](=[O:21])[CH:13]([N:2]1[C:3](=[O:7])[CH:4]=[CH:5][CH:6]=[N:1]1)[CH2:14][CH:15]1[CH2:16][CH2:17][CH2:18][CH2:19]1. The catalyst class is: 7. (4) Reactant: CCN=C=NCCCN(C)C.Cl.Cl.[CH3:14][O:15][C:16](=[O:27])[C@H:17]([CH2:19][C:20]1[CH:25]=[CH:24][C:23]([OH:26])=[CH:22][CH:21]=1)[NH2:18].[Cl:28][C:29]1[N:37]=[CH:36][CH:35]=[CH:34][C:30]=1[C:31](O)=[O:32].C1C=CC2N(O)N=NC=2C=1.CN1CCOCC1. Product: [CH3:14][O:15][C:16](=[O:27])[C@H:17]([CH2:19][C:20]1[CH:21]=[CH:22][C:23]([OH:26])=[CH:24][CH:25]=1)[NH:18][C:31](=[O:32])[C:30]1[CH:34]=[CH:35][CH:36]=[N:37][C:29]=1[Cl:28]. The catalyst class is: 3. (5) Reactant: [CH3:1][O:2][C:3]1[CH:4]=[C:5]2[C:10](=[CH:11][C:12]=1[O:13][CH3:14])[N:9]=[CH:8][CH:7]=[C:6]2[O:15][C:16]1[CH:22]=[CH:21][C:19]([NH2:20])=[C:18]([F:23])[CH:17]=1.C(N(CC)CC)C.ClC(Cl)(O[C:35](=[O:41])OC(Cl)(Cl)Cl)Cl.[S:43]1[CH:47]=[CH:46][N:45]=[C:44]1[C@@H:48]([NH2:50])[CH3:49]. Product: [CH3:1][O:2][C:3]1[CH:4]=[C:5]2[C:10](=[CH:11][C:12]=1[O:13][CH3:14])[N:9]=[CH:8][CH:7]=[C:6]2[O:15][C:16]1[CH:22]=[CH:21][C:19]([NH:20][C:35]([NH:50][C@H:48]([C:44]2[S:43][CH:47]=[CH:46][N:45]=2)[CH3:49])=[O:41])=[C:18]([F:23])[CH:17]=1. The catalyst class is: 22. (6) Reactant: [NH2:1][C:2]1[N:3]([CH3:26])[C:4](=[O:25])[C:5]([C:14]2[CH:19]=[CH:18][C:17]([O:20][CH:21]([F:23])[F:22])=[C:16]([Cl:24])[CH:15]=2)([C:7]2[CH:12]=[CH:11][CH:10]=[C:9]([OH:13])[CH:8]=2)[N:6]=1.C([O-])([O-])=O.[Cs+].[Cs+].[CH2:33](Br)[CH2:34][CH2:35][CH3:36]. Product: [NH2:1][C:2]1[N:3]([CH3:26])[C:4](=[O:25])[C:5]([C:7]2[CH:12]=[CH:11][CH:10]=[C:9]([O:13][CH2:33][CH2:34][CH2:35][CH3:36])[CH:8]=2)([C:14]2[CH:19]=[CH:18][C:17]([O:20][CH:21]([F:22])[F:23])=[C:16]([Cl:24])[CH:15]=2)[N:6]=1. The catalyst class is: 18. (7) Reactant: [NH2:1][C:2]1[C:10]([N+:11]([O-:13])=[O:12])=[CH:9][C:8]([O:14][CH3:15])=[CH:7][C:3]=1[C:4]([OH:6])=[O:5].[N+](=[CH2:18])=[N-]. Product: [CH3:18][O:5][C:4](=[O:6])[C:3]1[CH:7]=[C:8]([O:14][CH3:15])[CH:9]=[C:10]([N+:11]([O-:13])=[O:12])[C:2]=1[NH2:1]. The catalyst class is: 5. (8) Reactant: [NH:1]1[C:5]2[CH:6]=[CH:7][S:8][C:4]=2[CH:3]=[N:2]1.[I:9]I.[OH-].[K+].S(=O)(O)[O-].[Na+]. Product: [I:9][C:3]1[C:4]2[S:8][CH:7]=[CH:6][C:5]=2[NH:1][N:2]=1. The catalyst class is: 35.